This data is from Reaction yield outcomes from USPTO patents with 853,638 reactions. The task is: Predict the reaction yield, written as a fraction of the theoretical maximum amount of product (1.0 means a 100% yield; for example, 0.34 means a 34% yield). (1) The reactants are C[O:2][CH2:3][C:4]1[N:39]=[C:7]2[N:8]([CH:35]([CH3:38])[CH2:36][CH3:37])[C:9](=[O:34])[C:10]([CH2:15][C:16]3[CH:21]=[CH:20][C:19]([C:22]4[CH:27]=[CH:26][CH:25]=[CH:24][C:23]=4[C:28]4[NH:32][C:31](=[O:33])[O:30][N:29]=4)=[CH:18][CH:17]=3)=[C:11]([CH2:12][CH2:13][CH3:14])[N:6]2[N:5]=1.B(Br)(Br)Br.C(=O)([O-])O.[Na+].Cl. The catalyst is ClCCl. The product is [OH:2][CH2:3][C:4]1[N:39]=[C:7]2[N:8]([CH:35]([CH3:38])[CH2:36][CH3:37])[C:9](=[O:34])[C:10]([CH2:15][C:16]3[CH:17]=[CH:18][C:19]([C:22]4[CH:27]=[CH:26][CH:25]=[CH:24][C:23]=4[C:28]4[NH:32][C:31](=[O:33])[O:30][N:29]=4)=[CH:20][CH:21]=3)=[C:11]([CH2:12][CH2:13][CH3:14])[N:6]2[N:5]=1. The yield is 0.290. (2) The reactants are Br[C:2]1[CH:8]=[CH:7][C:5]([NH2:6])=[C:4]([O:9][C:10]([F:13])([F:12])[F:11])[CH:3]=1.[C:14]([C:16]1[N:20]([CH3:21])[C:19](B(O)O)=[CH:18][CH:17]=1)#[N:15].[F-].[K+].C(P(C(C)(C)C)C(C)(C)C)(C)(C)C. The catalyst is C1C=CC(/C=C/C(/C=C/C2C=CC=CC=2)=O)=CC=1.C1C=CC(/C=C/C(/C=C/C2C=CC=CC=2)=O)=CC=1.C1C=CC(/C=C/C(/C=C/C2C=CC=CC=2)=O)=CC=1.[Pd].[Pd]. The product is [NH2:6][C:5]1[CH:7]=[CH:8][C:2]([C:19]2[N:20]([CH3:21])[C:16]([C:14]#[N:15])=[CH:17][CH:18]=2)=[CH:3][C:4]=1[O:9][C:10]([F:13])([F:12])[F:11]. The yield is 0.710. (3) The reactants are Cl.[CH2:2]([O:5][C:6]1[CH:11]=[C:10]([CH3:12])[CH:9]=[CH:8][C:7]=1[C:13]1[C:18]([C:19](=[O:25])[C:20]([O:22][CH2:23][CH3:24])=[O:21])=[C:17]([CH3:26])[N:16]=[C:15]2[S:27][C:28]3[CH2:33][CH2:32][CH2:31][CH2:30][C:29]=3[C:14]=12)[CH:3]=[CH2:4].[BH4-].[Na+]. The catalyst is C(O)C. The product is [CH2:2]([O:5][C:6]1[CH:11]=[C:10]([CH3:12])[CH:9]=[CH:8][C:7]=1[C:13]1[C:18]([CH:19]([OH:25])[C:20]([O:22][CH2:23][CH3:24])=[O:21])=[C:17]([CH3:26])[N:16]=[C:15]2[S:27][C:28]3[CH2:33][CH2:32][CH2:31][CH2:30][C:29]=3[C:14]=12)[CH:3]=[CH2:4]. The yield is 0.910. (4) The reactants are Br[C:2]1[CH:7]=[CH:6][CH:5]=[CH:4][N:3]=1.[Li]CCCC.C([O:15][C:16]1[CH2:20][CH2:19][C:18](=O)[CH:17]=1)C.Cl. The catalyst is C1COCC1. The product is [N:3]1[CH:4]=[CH:5][CH:6]=[CH:7][C:2]=1[C:18]1[CH2:19][CH2:20][C:16](=[O:15])[CH:17]=1. The yield is 0.580.